This data is from Retrosynthesis with 50K atom-mapped reactions and 10 reaction types from USPTO. The task is: Predict the reactants needed to synthesize the given product. (1) Given the product CC(CO)(CO)C(=O)OCc1ccccc1, predict the reactants needed to synthesize it. The reactants are: BrCc1ccccc1.CC(CO)(CO)C(=O)O. (2) Given the product Cc1c(Cc2ccc(C#N)cc2)c(O)nc2c(Cl)ccc(O)c12, predict the reactants needed to synthesize it. The reactants are: CC(=O)C(Cc1ccc(C#N)cc1)C(=O)Nc1cc(O)ccc1Cl. (3) Given the product COc1cc(NC(=O)CC#N)c(Cl)cc1Cl, predict the reactants needed to synthesize it. The reactants are: COc1cc(N)c(Cl)cc1Cl.N#CCC(=O)O. (4) Given the product CCC(Nc1ccc(Cl)c(Cl)c1)C(=O)OCC(C)C, predict the reactants needed to synthesize it. The reactants are: CCC(=O)C(=O)OCC(C)C.Nc1ccc(Cl)c(Cl)c1. (5) Given the product CN1CCN(c2nc3ncc(Br)cc3nc2NN)CC1, predict the reactants needed to synthesize it. The reactants are: CN1CCN(c2nc3ncc(Br)cc3nc2Cl)CC1.NN. (6) Given the product O=C(Nc1nc(-c2cccc(C(F)(F)F)c2F)cs1)c1ccc(Nc2cnccn2)cc1, predict the reactants needed to synthesize it. The reactants are: Nc1nc(-c2cccc(C(F)(F)F)c2F)cs1.O=C(Cl)c1ccc(Nc2cnccn2)cc1.